From a dataset of Reaction yield outcomes from USPTO patents with 853,638 reactions. Predict the reaction yield, written as a fraction of the theoretical maximum amount of product (1.0 means a 100% yield; for example, 0.34 means a 34% yield). The reactants are Cl[C:2]1[N:7]2[N:8]=[C:9]([C:11]3[CH:16]=[CH:15][CH:14]=[CH:13][CH:12]=3)[CH:10]=[C:6]2[N:5]=[C:4]([CH3:17])[C:3]=1[F:18]. The catalyst is CC(O)=O.[Zn]. The product is [F:18][C:3]1[C:4]([CH3:17])=[N:5][C:6]2[N:7]([N:8]=[C:9]([C:11]3[CH:16]=[CH:15][CH:14]=[CH:13][CH:12]=3)[CH:10]=2)[CH:2]=1. The yield is 0.900.